Dataset: Reaction yield outcomes from USPTO patents with 853,638 reactions. Task: Predict the reaction yield, written as a fraction of the theoretical maximum amount of product (1.0 means a 100% yield; for example, 0.34 means a 34% yield). (1) The reactants are Br[CH2:2][CH2:3][O:4][CH2:5][CH2:6]Br.[H-].[Na+].[Br:10][C:11]1[CH:12]=[C:13]([NH2:18])[C:14]([CH3:17])=[N:15][CH:16]=1. The catalyst is CN(C=O)C. The product is [Br:10][C:11]1[CH:12]=[C:13]([N:18]2[CH2:2][CH2:3][O:4][CH2:5][CH2:6]2)[C:14]([CH3:17])=[N:15][CH:16]=1. The yield is 0.630. (2) The reactants are [NH2:1][C:2]1[N:7]=[CH:6][N:5]=[C:4]2[N:8]([CH2:12][C@H:13]3[CH2:17][CH2:16][CH2:15][N:14]3[C:18]([O:20][C:21]([CH3:24])([CH3:23])[CH3:22])=[O:19])[N:9]=[C:10](I)[C:3]=12.[F:25][C:26]1[C:47]([F:48])=[CH:46][CH:45]=[CH:44][C:27]=1[O:28][C:29]1[CH:34]=[CH:33][C:32](B2OC(C)(C)C(C)(C)O2)=[CH:31][CH:30]=1.C(=O)([O-])[O-].[Na+].[Na+]. The catalyst is O1CCOCC1.O. The product is [NH2:1][C:2]1[N:7]=[CH:6][N:5]=[C:4]2[N:8]([CH2:12][C@H:13]3[CH2:17][CH2:16][CH2:15][N:14]3[C:18]([O:20][C:21]([CH3:24])([CH3:23])[CH3:22])=[O:19])[N:9]=[C:10]([C:32]3[CH:31]=[CH:30][C:29]([O:28][C:27]4[CH:44]=[CH:45][CH:46]=[C:47]([F:48])[C:26]=4[F:25])=[CH:34][CH:33]=3)[C:3]=12. The yield is 0.710. (3) The yield is 0.760. The catalyst is C1COCC1. The reactants are [Cl:1][C:2]1[C:3]([CH3:18])=[C:4]([NH:10][C@H:11]([C@@H:15]([OH:17])[CH3:16])[C:12]([OH:14])=O)[CH:5]=[CH:6][C:7]=1[C:8]#[N:9].[Br:19][C:20]1[CH:29]=[CH:28][C:23]([C:24]([NH:26][NH2:27])=[O:25])=[CH:22][CH:21]=1.O.ON1C2C=CC=CC=2N=N1.Cl.CN(C)CCCN=C=NCC.CCN(CC)CC. The product is [Br:19][C:20]1[CH:29]=[CH:28][C:23]([C:24]([NH:26][NH:27][C:12](=[O:14])[C@H:11]([NH:10][C:4]2[CH:5]=[CH:6][C:7]([C:8]#[N:9])=[C:2]([Cl:1])[C:3]=2[CH3:18])[C@@H:15]([OH:17])[CH3:16])=[O:25])=[CH:22][CH:21]=1. (4) The product is [N:1]1[CH:2]=[N:3][N:4]2[CH:9]=[C:8]([C:10]3[CH:19]=[C:18]4[C:13]([CH:14]([C:20]5[CH:25]=[CH:24][C:23]([Cl:26])=[C:22]([Cl:27])[CH:21]=5)[CH2:15][N:16]([C:28]([O:30][C:31]([CH3:34])([CH3:33])[CH3:32])=[O:29])[CH2:17]4)=[CH:12][CH:11]=3)[CH:7]=[CH:6][C:5]=12. The reactants are [N:1]1[CH:2]=[N:3][N:4]2[CH:9]=[C:8]([C:10]3[CH:19]=[C:18]4[C:13]([CH:14]([C:20]5[CH:25]=[CH:24][C:23]([Cl:26])=[C:22]([Cl:27])[CH:21]=5)[CH2:15][NH:16][CH2:17]4)=[CH:12][CH:11]=3)[CH:7]=[CH:6][C:5]=12.[C:28](O[C:28]([O:30][C:31]([CH3:34])([CH3:33])[CH3:32])=[O:29])([O:30][C:31]([CH3:34])([CH3:33])[CH3:32])=[O:29].CCOC(C)=O.CO. The yield is 0.970. The catalyst is CN(C=O)C. (5) The reactants are [CH3:1][O:2][C:3]1[CH:8]=[CH:7][C:6]([CH2:9][CH2:10][C:11](O)=[O:12])=[CH:5][CH:4]=1.CC(C[AlH]CC(C)C)C.[NH4+].[Cl-]. The catalyst is C1(C)C=CC=CC=1.C(=O)=O.CC(C)=O. The product is [CH3:1][O:2][C:3]1[CH:8]=[CH:7][C:6]([CH2:9][CH2:10][CH:11]=[O:12])=[CH:5][CH:4]=1. The yield is 0.707. (6) The reactants are Cl.[OH:2][CH:3]([CH2:7][C:8]1[CH:13]=[CH:12][CH:11]=[CH:10][CH:9]=1)[C:4]([OH:6])=[O:5].[C:14]([O-])(O)=O.[Na+]. The catalyst is CO. The product is [CH3:14][O:5][C:4](=[O:6])[CH:3]([OH:2])[CH2:7][C:8]1[CH:13]=[CH:12][CH:11]=[CH:10][CH:9]=1. The yield is 0.900. (7) The reactants are [CH2:1](N)[CH2:2][CH2:3][CH2:4][CH2:5][CH2:6][CH2:7][CH2:8][CH2:9][CH2:10][CH2:11][CH2:12][CH2:13][CH2:14][CH2:15][CH2:16][CH2:17][CH3:18].[C:20]([CH2:22][C:23]([O:25]CC)=O)#N.C(OCC)(=O)CC(C)=O.[NH:37]1CCC[CH2:39][CH2:38]1.Cl. The catalyst is CO.CN(C)C=O. The product is [CH2:1]([C:22]1[C:23](=[O:25])[NH:37][CH:38]=[CH:39][CH:20]=1)[CH2:2][CH2:3][CH2:4][CH2:5][CH2:6][CH2:7][CH2:8][CH2:9][CH2:10][CH2:11][CH2:12][CH2:13][CH2:14][CH2:15][CH2:16][CH2:17][CH3:18]. The yield is 0.570. (8) The reactants are [Cl:1][C:2]1[CH:3]=[C:4]([C:8]2[O:12][N:11]=[C:10]([C:13]([O:15]CC)=O)[CH:9]=2)[CH:5]=[CH:6][CH:7]=1.[CH3:18][Mg]I.O1CCCC1.C(N(CC)CC)C.Cl. The catalyst is C1(C)C=CC=CC=1. The product is [Cl:1][C:2]1[CH:3]=[C:4]([C:8]2[O:12][N:11]=[C:10]([C:13](=[O:15])[CH3:18])[CH:9]=2)[CH:5]=[CH:6][CH:7]=1. The yield is 0.600.